From a dataset of Catalyst prediction with 721,799 reactions and 888 catalyst types from USPTO. Predict which catalyst facilitates the given reaction. (1) Reactant: [CH3:1][N:2]1[CH2:7][CH2:6][N:5]([CH2:8][CH2:9][C:10]([O:12][CH2:13][CH2:14][CH2:15][CH2:16][CH2:17][CH2:18][CH2:19][CH2:20][CH2:21][CH2:22][CH2:23][CH3:24])=[O:11])[CH2:4][CH2:3]1.[CH2:25]([Br:29])[CH2:26][CH2:27][CH3:28].C(O)(C)C.II. Product: [Br-:29].[CH2:25]([N+:2]1([CH3:1])[CH2:3][CH2:4][N:5]([CH2:8][CH2:9][C:10]([O:12][CH2:13][CH2:14][CH2:15][CH2:16][CH2:17][CH2:18][CH2:19][CH2:20][CH2:21][CH2:22][CH2:23][CH3:24])=[O:11])[CH2:6][CH2:7]1)[CH2:26][CH2:27][CH3:28]. The catalyst class is: 442. (2) Reactant: [CH2:1]([O:5][C:6]1[CH:11]=[CH:10][C:9]([C:12]2[N:17]=[C:16]([CH:18]=O)[CH:15]=[CH:14][CH:13]=2)=[CH:8][C:7]=1[Cl:20])[CH2:2][CH2:3][CH3:4].[NH2:21][C@@H:22]([CH2:26][OH:27])[CH:23]([CH3:25])[CH3:24].C(O)(=O)C.C([BH3-])#N. Product: [CH2:1]([O:5][C:6]1[CH:11]=[CH:10][C:9]([C:12]2[N:17]=[C:16]([CH2:18][NH:21][C@H:22]([CH:23]([CH3:25])[CH3:24])[CH2:26][OH:27])[CH:15]=[CH:14][CH:13]=2)=[CH:8][C:7]=1[Cl:20])[CH2:2][CH2:3][CH3:4]. The catalyst class is: 5. (3) Reactant: [I:1][C:2]1[CH:8]=[C:7]([C:9]([F:12])([F:11])[F:10])[CH:6]=[CH:5][C:3]=1[NH2:4].[CH3:13][C:14]([O-])(C)[CH3:15].[K+].C1COCC1.C(Br)C=C. Product: [CH2:15]([NH:4][C:3]1[CH:5]=[CH:6][C:7]([C:9]([F:10])([F:11])[F:12])=[CH:8][C:2]=1[I:1])[CH:14]=[CH2:13]. The catalyst class is: 6. (4) Reactant: [OH-].[Na+].[CH2:3]([N:10]1[CH2:15][CH2:14][CH:13]([CH3:16])[CH:12]([N:17]([CH3:37])[C:18]2[C:19]3[CH:26]=[CH:25][N:24](S(C4C=CC(C)=CC=4)(=O)=O)[C:20]=3[N:21]=[CH:22][N:23]=2)[CH2:11]1)[C:4]1[CH:9]=[CH:8][CH:7]=[CH:6][CH:5]=1. Product: [CH2:3]([N:10]1[CH2:15][CH2:14][CH:13]([CH3:16])[CH:12]([N:17]([CH3:37])[C:18]2[C:19]3[CH:26]=[CH:25][NH:24][C:20]=3[N:21]=[CH:22][N:23]=2)[CH2:11]1)[C:4]1[CH:5]=[CH:6][CH:7]=[CH:8][CH:9]=1. The catalyst class is: 13. (5) Reactant: C(N(C(C)C)CC)(C)C.Cl[N:11]1[CH2:20][CH:19]=[CH:18][C:17]2[N:16]=[CH:15][C:14]([N+:21]([O-:23])=[O:22])=[CH:13][C:12]1=2.[NH2:24][CH2:25][CH2:26][NH:27][C:28](=[O:34])[O:29][C:30]([CH3:33])([CH3:32])[CH3:31]. Product: [N+:21]([C:14]1[CH:15]=[N:16][C:17]2[C:12]([C:13]=1[NH:24][CH2:25][CH2:26][NH:27][C:28](=[O:34])[O:29][C:30]([CH3:32])([CH3:31])[CH3:33])=[N:11][CH:20]=[CH:19][CH:18]=2)([O-:23])=[O:22]. The catalyst class is: 4. (6) Reactant: [CH3:1][C:2]1([CH3:17])[CH2:7][CH2:6][C:5](=O)[N:4]([CH2:9][C:10]2[CH:15]=[CH:14][CH:13]=[CH:12][CH:11]=2)[C:3]1=O.[H-].[Al+3].[Li+].[H-].[H-].[H-].C(OCC)(=O)C.S([O-])([O-])(=O)=O.[Na+].[Na+]. Product: [CH3:1][C:2]1([CH3:17])[CH2:7][CH2:6][CH2:5][N:4]([CH2:9][C:10]2[CH:11]=[CH:12][CH:13]=[CH:14][CH:15]=2)[CH2:3]1. The catalyst class is: 1.